Dataset: Full USPTO retrosynthesis dataset with 1.9M reactions from patents (1976-2016). Task: Predict the reactants needed to synthesize the given product. (1) Given the product [O:3]=[C:1]([C:4]1[CH:9]=[CH:8][CH:7]=[C:6]([N:10]2[CH2:14][CH2:13][CH2:12][C:11]2=[O:15])[CH:5]=1)[CH:2]=[O:17], predict the reactants needed to synthesize it. The reactants are: [C:1]([C:4]1[CH:5]=[C:6]([N:10]2[CH2:14][CH2:13][CH2:12][C:11]2=[O:15])[CH:7]=[CH:8][CH:9]=1)(=[O:3])[CH3:2].[Se](=O)=[O:17]. (2) Given the product [NH2:1][C:2]1[C:11]2[C:6](=[C:7]([C:23]3[CH:24]=[C:19]([O:18][CH3:17])[CH:20]=[CH:21][C:22]=3[O:25][CH3:26])[CH:8]=[CH:9][CH:10]=2)[N:5]=[N:4][C:3]=1[C:13]([NH:15][CH3:16])=[O:14], predict the reactants needed to synthesize it. The reactants are: [NH2:1][C:2]1[C:11]2[C:6](=[C:7](Br)[CH:8]=[CH:9][CH:10]=2)[N:5]=[N:4][C:3]=1[C:13]([NH:15][CH3:16])=[O:14].[CH3:17][O:18][C:19]1[CH:24]=[CH:23][C:22]([O:25][CH3:26])=[CH:21][C:20]=1B(O)O.C(=O)([O-])[O-].[K+].[K+]. (3) Given the product [I-:12].[I-:12].[CH3:1][N:2]([CH3:11])[C:3]1[CH:10]=[CH:9][C:6]([CH:7]=[CH:33][C:16]2[C:17]([CH3:32])([CH3:31])[C:18]3[C:19]([N+:15]=2[CH3:14])=[CH:20][C:21]2[C:22]([CH3:30])([CH3:29])[C:23]([CH:28]=[CH:7][C:6]4[CH:9]=[CH:10][C:3]([N:2]([CH3:11])[CH3:1])=[CH:4][CH:5]=4)=[N+:24]([CH3:27])[C:25]=2[CH:26]=3)=[CH:5][CH:4]=1, predict the reactants needed to synthesize it. The reactants are: [CH3:1][N:2]([CH3:11])[C:3]1[CH:10]=[CH:9][C:6]([CH:7]=O)=[CH:5][CH:4]=1.[I-:12].[I-].[CH3:14][N+:15]1[C:19]2=[CH:20][C:21]3[C:22]([CH3:30])([CH3:29])[C:23]([CH3:28])=[N+:24]([CH3:27])[C:25]=3[CH:26]=[C:18]2[C:17]([CH3:32])([CH3:31])[C:16]=1[CH3:33]. (4) The reactants are: [OH:1][C:2]12[CH2:11][CH:6]3[CH2:7][CH:8]([CH2:10][CH:4]([C:5]3=[N:12]O)[CH2:3]1)[CH2:9]2.OCC1(OC[C@@H](O)[C@@H](O)[C@H]1O)O.[H][H]. Given the product [NH2:12][CH:5]1[CH:6]2[CH2:11][C:2]3([OH:1])[CH2:9][CH:8]([CH2:10][CH:4]1[CH2:3]3)[CH2:7]2, predict the reactants needed to synthesize it. (5) Given the product [ClH:38].[Cl:39][C:34]1[CH:33]=[C:32]([CH:37]=[C:36]([Cl:38])[CH:35]=1)[O:31][C:6]1[CH:5]=[CH:4][C:3]([C:1]#[N:2])=[CH:8][C:7]=1[S:9]([N:12]1[CH2:17][CH2:16][NH:15][CH2:14][CH:13]1[CH2:25][N:26]1[CH:30]=[N:29][CH:28]=[N:27]1)(=[O:11])=[O:10], predict the reactants needed to synthesize it. The reactants are: [C:1]([C:3]1[CH:4]=[CH:5][C:6]([O:31][C:32]2[CH:37]=[C:36]([Cl:38])[CH:35]=[C:34]([Cl:39])[CH:33]=2)=[C:7]([S:9]([N:12]2[CH2:17][CH2:16][N:15](C(OC(C)(C)C)=O)[CH2:14][CH:13]2[CH2:25][N:26]2[CH:30]=[N:29][CH:28]=[N:27]2)(=[O:11])=[O:10])[CH:8]=1)#[N:2].Cl.